This data is from Peptide-MHC class I binding affinity with 185,985 pairs from IEDB/IMGT. The task is: Regression. Given a peptide amino acid sequence and an MHC pseudo amino acid sequence, predict their binding affinity value. This is MHC class I binding data. (1) The peptide sequence is FMVFLQTHI. The MHC is HLA-A26:01 with pseudo-sequence HLA-A26:01. The binding affinity (normalized) is 0. (2) The peptide sequence is FVDGVPFVV. The binding affinity (normalized) is 0.0553. The MHC is HLA-A33:01 with pseudo-sequence HLA-A33:01. (3) The peptide sequence is MQQSGDEAF. The MHC is HLA-B27:05 with pseudo-sequence HLA-B27:05. The binding affinity (normalized) is 0.0847. (4) The peptide sequence is IPYSLGGI. The binding affinity (normalized) is 0. The MHC is H-2-Db with pseudo-sequence H-2-Db. (5) The peptide sequence is NALKINWYKK. The MHC is HLA-A32:01 with pseudo-sequence HLA-A32:01. The binding affinity (normalized) is 0.291.